Dataset: Forward reaction prediction with 1.9M reactions from USPTO patents (1976-2016). Task: Predict the product of the given reaction. (1) Given the reactants [Cl:1][C:2]1[CH:7]=[CH:6][C:5](B(O)O)=[CH:4][CH:3]=1.Cl.N[CH:13]1[CH2:18][CH2:17][CH2:16][CH2:15][CH:14]1[OH:19].C[Si](C)(C)N[Si](C)(C)C.[Na].BrCC1CCCCO1, predict the reaction product. The product is: [Cl:1][C:2]1[CH:7]=[CH:6][C:5]([CH2:15][CH:16]2[CH2:17][CH2:18][CH2:13][CH2:14][O:19]2)=[CH:4][CH:3]=1. (2) Given the reactants [OH:1][C@H:2]1[CH2:19][CH2:18][C@@:17]2([CH3:20])[C@@H:4]([CH2:5][CH2:6][C@:7]3([CH3:44])[C@@H:16]2[CH2:15][CH2:14][C@H:13]2[C@@:8]3([CH3:43])[CH2:9][CH2:10][C@@:11]3([C:28]([N:30]4[CH2:35][CH2:34][N:33]([CH2:36][CH2:37][O:38][CH2:39][CH2:40][O:41][CH3:42])[CH2:32][CH2:31]4)=[O:29])[CH2:23][CH2:22][C@@H:21]([C:24]4([CH3:27])[CH2:26][CH2:25]4)[C@@H:12]32)[C:3]1([CH3:46])[CH3:45].[CH3:47][C:48]1([CH3:55])[CH2:53][C:52](=[O:54])[O:51][C:49]1=[O:50].C1(C)C=CC=CC=1, predict the reaction product. The product is: [CH3:42][O:41][CH2:40][CH2:39][O:38][CH2:37][CH2:36][N:33]1[CH2:32][CH2:31][N:30]([C:28]([C@:11]23[CH2:23][CH2:22][C@@H:21]([C:24]4([CH3:27])[CH2:26][CH2:25]4)[C@@H:12]2[C@@H:13]2[C@@:8]([CH3:43])([CH2:9][CH2:10]3)[C@@:7]3([CH3:44])[C@@H:16]([C@:17]4([CH3:20])[C@@H:4]([CH2:5][CH2:6]3)[C:3]([CH3:46])([CH3:45])[C@@H:2]([O:1][C:52](=[O:54])[CH2:53][C:48]([CH3:55])([CH3:47])[C:49]([OH:51])=[O:50])[CH2:19][CH2:18]4)[CH2:15][CH2:14]2)=[O:29])[CH2:35][CH2:34]1. (3) Given the reactants [C:1]([CH2:3][CH2:4][CH2:5][C:6]#[C:7][C:8]1[CH:9]=[C:10]2[C:15](=[CH:16][CH:17]=1)[N:14]=[C:13]([CH2:18][CH:19]([CH3:21])[CH3:20])[C:12]([CH2:22][NH:23][C:24](=[O:30])[O:25][C:26]([CH3:29])([CH3:28])[CH3:27])=[C:11]2[C:31]1[CH:36]=[CH:35][C:34]([CH3:37])=[CH:33][CH:32]=1)#[N:2].C(O)C, predict the reaction product. The product is: [C:1]([CH2:3][CH2:4][CH2:5][CH2:6][CH2:7][C:8]1[CH:9]=[C:10]2[C:15](=[CH:16][CH:17]=1)[N:14]=[C:13]([CH2:18][CH:19]([CH3:21])[CH3:20])[C:12]([CH2:22][NH:23][C:24](=[O:30])[O:25][C:26]([CH3:27])([CH3:28])[CH3:29])=[C:11]2[C:31]1[CH:36]=[CH:35][C:34]([CH3:37])=[CH:33][CH:32]=1)#[N:2]. (4) Given the reactants [CH3:1][CH2:2][NH:3][C:4]([C@H:6]1[N:10]([C:11]([C@@H:13]([NH:21][C:22]([C@@H:24]([NH:29][C:30]([C@H:32]([NH:37][C:38]([C@@H:40]([NH:49][C:50]([C@@H:52]([NH:55][C:56]([C@@H:58]([NH:69][C:70]([C@@H:72]([NH:79][C:80]([C@H:82]2[NH:87][C:85](=[O:86])[CH2:84][CH2:83]2)=[O:81])[CH2:73][C:74]2[N:78]=[CH:77][NH:76][CH:75]=2)=[O:71])[CH2:59][C:60]2[C:64]3[CH:65]=[CH:66][CH:67]=[CH:68][C:63]=3[NH:62][CH:61]=2)=[O:57])[CH2:53][OH:54])=[O:51])[CH2:41][C:42]2[CH:43]=[CH:44][C:45]([OH:48])=[CH:46][CH:47]=2)=[O:39])[CH2:33][CH:34]([CH3:36])[CH3:35])=[O:31])[CH2:25][CH:26]([CH3:28])[CH3:27])=[O:23])[CH2:14][CH2:15][CH2:16][NH:17][C:18]([NH2:20])=[NH:19])=[O:12])[CH2:9][CH2:8][CH2:7]1)=[O:5].CC(O)=O.O.[C:93]([OH:112])(=[O:111])[CH2:94][CH2:95][CH2:96][CH2:97][CH2:98][CH2:99][CH2:100]/[CH:101]=[CH:102]\[CH2:103][CH2:104][CH2:105][CH2:106][CH2:107][CH2:108][CH2:109][CH3:110], predict the reaction product. The product is: [CH3:1][CH2:2][NH:3][C:4]([C@H:6]1[N:10]([C:11]([C@@H:13]([NH:21][C:22]([C@@H:24]([NH:29][C:30]([C@H:32]([NH:37][C:38]([C@@H:40]([NH:49][C:50]([C@@H:52]([NH:55][C:56]([C@@H:58]([NH:69][C:70]([C@@H:72]([NH:79][C:80]([C@H:82]2[NH:87][C:85](=[O:86])[CH2:84][CH2:83]2)=[O:81])[CH2:73][C:74]2[N:78]=[CH:77][NH:76][CH:75]=2)=[O:71])[CH2:59][C:60]2[C:64]3[CH:65]=[CH:66][CH:67]=[CH:68][C:63]=3[NH:62][CH:61]=2)=[O:57])[CH2:53][OH:54])=[O:51])[CH2:41][C:42]2[CH:47]=[CH:46][C:45]([OH:48])=[CH:44][CH:43]=2)=[O:39])[CH2:33][CH:34]([CH3:36])[CH3:35])=[O:31])[CH2:25][CH:26]([CH3:28])[CH3:27])=[O:23])[CH2:14][CH2:15][CH2:16][NH:17][C:18]([NH2:20])=[NH:19])=[O:12])[CH2:9][CH2:8][CH2:7]1)=[O:5].[C:93]([O-:112])(=[O:111])[CH2:94][CH2:95][CH2:96][CH2:97][CH2:98][CH2:99][CH2:100]/[CH:101]=[CH:102]\[CH2:103][CH2:104][CH2:105][CH2:106][CH2:107][CH2:108][CH2:109][CH3:110]. (5) Given the reactants [F:1][C:2]1[CH:3]=[C:4]2[C:23](=[O:24])[NH:22][CH2:21][CH2:20][C:6]3=[C:7]([C:11]4[CH:16]=[CH:15][C:14]([CH2:17][NH:18][CH3:19])=[CH:13][CH:12]=4)[NH:8][C:9]([CH:10]=1)=[C:5]23.[ClH:25], predict the reaction product. The product is: [ClH:25].[F:1][C:2]1[CH:3]=[C:4]2[C:23](=[O:24])[NH:22][CH2:21][CH2:20][C:6]3=[C:7]([C:11]4[CH:12]=[CH:13][C:14]([CH2:17][NH:18][CH3:19])=[CH:15][CH:16]=4)[NH:8][C:9]([CH:10]=1)=[C:5]23. (6) Given the reactants [Br:1][C:2]1[CH:3]=[CH:4][CH:5]=[C:6]2[C:11]=1[N:10]=[C:9](Cl)[N:8]([CH2:13][C:14]([F:17])([F:16])[F:15])[C:7]2=[O:18].[C:19]([NH2:23])([CH3:22])([CH3:21])[CH3:20], predict the reaction product. The product is: [Br:1][C:2]1[CH:3]=[CH:4][CH:5]=[C:6]2[C:11]=1[N:10]=[C:9]([NH:23][C:19]([CH3:22])([CH3:21])[CH3:20])[N:8]([CH2:13][C:14]([F:17])([F:16])[F:15])[C:7]2=[O:18]. (7) The product is: [C:1]([O:5][C:6](=[O:42])[N:7]([C:30]1[CH:35]=[CH:34][C:33]([N:36]2[CH2:37][CH2:38][O:39][CH2:40][CH2:41]2)=[CH:32][CH:31]=1)[C:8]1[C:9]2[N:10]([N:27]=[CH:28][N:29]=2)[C:11]([C:44]2[CH:45]=[C:46]3[C:51](=[CH:52][CH:53]=2)[C:50](=[O:54])[NH:49][CH2:48][CH2:47]3)=[CH:12][N:13]=1)([CH3:4])([CH3:3])[CH3:2]. Given the reactants [C:1]([O:5][C:6](=[O:42])[N:7]([C:30]1[CH:35]=[CH:34][C:33]([N:36]2[CH2:41][CH2:40][O:39][CH2:38][CH2:37]2)=[CH:32][CH:31]=1)[C:8]1[C:9]2[N:10]([N:27]=[CH:28][N:29]=2)[C:11]([Sn](CCCC)(CCCC)CCCC)=[CH:12][N:13]=1)([CH3:4])([CH3:3])[CH3:2].Br[C:44]1[CH:45]=[C:46]2[C:51](=[CH:52][CH:53]=1)[C:50](=[O:54])[NH:49][CH2:48][CH2:47]2, predict the reaction product. (8) Given the reactants Br[C:2]1[C:3]([CH3:8])=[N:4][CH:5]=[N:6][CH:7]=1.[CH3:9][C:10]1([CH3:26])[C:14]([CH3:16])([CH3:15])[O:13][B:12]([B:12]2[O:13][C:14]([CH3:16])([CH3:15])[C:10]([CH3:26])([CH3:9])[O:11]2)[O:11]1.C([O-])(=O)C.[K+], predict the reaction product. The product is: [CH3:8][C:3]1[C:2]([B:12]2[O:13][C:14]([CH3:16])([CH3:15])[C:10]([CH3:26])([CH3:9])[O:11]2)=[CH:7][N:6]=[CH:5][N:4]=1.